From a dataset of Peptide-MHC class II binding affinity with 134,281 pairs from IEDB. Regression. Given a peptide amino acid sequence and an MHC pseudo amino acid sequence, predict their binding affinity value. This is MHC class II binding data. (1) The peptide sequence is GPVFTFLAYLVLDPL. The MHC is HLA-DPA10103-DPB10401 with pseudo-sequence HLA-DPA10103-DPB10401. The binding affinity (normalized) is 0.686. (2) The peptide sequence is DQYKDLCHMHTGVVV. The MHC is H-2-IAb with pseudo-sequence H-2-IAb. The binding affinity (normalized) is 0. (3) The peptide sequence is GTLQIVDKIDAAFKI. The MHC is DRB5_0101 with pseudo-sequence DRB5_0101. The binding affinity (normalized) is 0.605. (4) The MHC is DRB1_0401 with pseudo-sequence DRB1_0401. The binding affinity (normalized) is 0.692. The peptide sequence is FKKLKNHVLFLQMMN. (5) The peptide sequence is GIVTMLSPMLHHWIK. The MHC is HLA-DQA10201-DQB10303 with pseudo-sequence HLA-DQA10201-DQB10303. The binding affinity (normalized) is 0.529. (6) The peptide sequence is LQFAKLTGFTLMGKG. The MHC is HLA-DPA10103-DPB10401 with pseudo-sequence HLA-DPA10103-DPB10401. The binding affinity (normalized) is 0.400. (7) The peptide sequence is ATAAAIQLKCSDSMP. The MHC is DRB1_0701 with pseudo-sequence DRB1_0701. The binding affinity (normalized) is 0.275. (8) The peptide sequence is RQKIIYSGAVNLDDE. The MHC is DRB1_1101 with pseudo-sequence DRB1_1101. The binding affinity (normalized) is 0.115.